Dataset: NCI-60 drug combinations with 297,098 pairs across 59 cell lines. Task: Regression. Given two drug SMILES strings and cell line genomic features, predict the synergy score measuring deviation from expected non-interaction effect. (1) Drug 1: C1=C(C(=O)NC(=O)N1)N(CCCl)CCCl. Drug 2: C1CC(=O)NC(=O)C1N2C(=O)C3=CC=CC=C3C2=O. Cell line: HOP-62. Synergy scores: CSS=21.2, Synergy_ZIP=0.208, Synergy_Bliss=-0.760, Synergy_Loewe=-13.2, Synergy_HSA=-1.29. (2) Drug 1: C1=NC2=C(N=C(N=C2N1C3C(C(C(O3)CO)O)O)F)N. Drug 2: N.N.Cl[Pt+2]Cl. Cell line: K-562. Synergy scores: CSS=38.5, Synergy_ZIP=-2.70, Synergy_Bliss=-1.84, Synergy_Loewe=3.15, Synergy_HSA=4.71. (3) Drug 1: CC(CN1CC(=O)NC(=O)C1)N2CC(=O)NC(=O)C2. Drug 2: CCCS(=O)(=O)NC1=C(C(=C(C=C1)F)C(=O)C2=CNC3=C2C=C(C=N3)C4=CC=C(C=C4)Cl)F. Cell line: NCI-H460. Synergy scores: CSS=30.3, Synergy_ZIP=-0.370, Synergy_Bliss=-2.16, Synergy_Loewe=-6.15, Synergy_HSA=-3.36. (4) Drug 1: C1=CC(=CC=C1CCC2=CNC3=C2C(=O)NC(=N3)N)C(=O)NC(CCC(=O)O)C(=O)O. Drug 2: CCC(=C(C1=CC=CC=C1)C2=CC=C(C=C2)OCCN(C)C)C3=CC=CC=C3.C(C(=O)O)C(CC(=O)O)(C(=O)O)O. Cell line: RPMI-8226. Synergy scores: CSS=45.3, Synergy_ZIP=8.06, Synergy_Bliss=6.93, Synergy_Loewe=-18.1, Synergy_HSA=4.01. (5) Drug 1: CC1=C2C(C(=O)C3(C(CC4C(C3C(C(C2(C)C)(CC1OC(=O)C(C(C5=CC=CC=C5)NC(=O)C6=CC=CC=C6)O)O)OC(=O)C7=CC=CC=C7)(CO4)OC(=O)C)O)C)OC(=O)C. Drug 2: CC12CCC3C(C1CCC2OP(=O)(O)O)CCC4=C3C=CC(=C4)OC(=O)N(CCCl)CCCl.[Na+]. Cell line: NCI-H322M. Synergy scores: CSS=53.2, Synergy_ZIP=4.27, Synergy_Bliss=7.86, Synergy_Loewe=-41.5, Synergy_HSA=10.3. (6) Drug 1: C1=CC(=CC=C1CCCC(=O)O)N(CCCl)CCCl. Drug 2: C1=NC2=C(N=C(N=C2N1C3C(C(C(O3)CO)O)O)F)N. Cell line: SW-620. Synergy scores: CSS=13.6, Synergy_ZIP=-11.7, Synergy_Bliss=-9.52, Synergy_Loewe=-12.3, Synergy_HSA=-9.14. (7) Drug 2: CN(C(=O)NC(C=O)C(C(C(CO)O)O)O)N=O. Synergy scores: CSS=17.7, Synergy_ZIP=-0.145, Synergy_Bliss=-0.132, Synergy_Loewe=-30.8, Synergy_HSA=-0.491. Cell line: HCT-15. Drug 1: C1CN1C2=NC(=NC(=N2)N3CC3)N4CC4. (8) Drug 1: CCC1(CC2CC(C3=C(CCN(C2)C1)C4=CC=CC=C4N3)(C5=C(C=C6C(=C5)C78CCN9C7C(C=CC9)(C(C(C8N6C)(C(=O)OC)O)OC(=O)C)CC)OC)C(=O)OC)O.OS(=O)(=O)O. Drug 2: COCCOC1=C(C=C2C(=C1)C(=NC=N2)NC3=CC=CC(=C3)C#C)OCCOC.Cl. Cell line: T-47D. Synergy scores: CSS=-4.44, Synergy_ZIP=-0.207, Synergy_Bliss=-3.37, Synergy_Loewe=-7.71, Synergy_HSA=-7.57. (9) Drug 1: CS(=O)(=O)C1=CC(=C(C=C1)C(=O)NC2=CC(=C(C=C2)Cl)C3=CC=CC=N3)Cl. Drug 2: CC12CCC3C(C1CCC2OP(=O)(O)O)CCC4=C3C=CC(=C4)OC(=O)N(CCCl)CCCl.[Na+]. Cell line: MALME-3M. Synergy scores: CSS=-0.863, Synergy_ZIP=-2.47, Synergy_Bliss=-4.65, Synergy_Loewe=-6.95, Synergy_HSA=-6.65.